This data is from Forward reaction prediction with 1.9M reactions from USPTO patents (1976-2016). The task is: Predict the product of the given reaction. (1) Given the reactants [NH2:1][C:2]1[C:10]2[C:5](=[N:6][C:7]([O:13][CH2:14][C:15]([OH:17])=O)=[C:8]([Cl:12])[C:9]=2[CH3:11])[S:4][C:3]=1[C:18](=[O:23])[NH:19][CH:20]1[CH2:22][CH2:21]1.O.ON1C2C=CC=CC=2N=N1.C(N(CC)C(C)C)(C)C.Cl.CN(C)CCCN=C=NCC.[F:56][C:57]1[CH:64]=[CH:63][C:60]([CH2:61][NH2:62])=[CH:59][CH:58]=1, predict the reaction product. The product is: [CH:20]1([NH:19][C:18]([C:3]2[S:4][C:5]3=[N:6][C:7]([O:13][CH2:14][C:15](=[O:17])[NH:62][CH2:61][C:60]4[CH:63]=[CH:64][C:57]([F:56])=[CH:58][CH:59]=4)=[C:8]([Cl:12])[C:9]([CH3:11])=[C:10]3[C:2]=2[NH2:1])=[O:23])[CH2:22][CH2:21]1. (2) Given the reactants [F:1][C:2]([F:16])([F:15])[C:3]1[CH:8]=[CH:7][C:6]([N:9]2[CH2:14][CH2:13][NH:12][CH2:11][CH2:10]2)=[CH:5][CH:4]=1.Br[CH2:18][CH2:19][N:20]1[C:24](=[O:25])[C:23]2=[CH:26][CH:27]=[CH:28][CH:29]=[C:22]2[C:21]1=[O:30].C(=O)([O-])[O-].[K+].[K+].O, predict the reaction product. The product is: [F:16][C:2]([F:1])([F:15])[C:3]1[CH:4]=[CH:5][C:6]([N:9]2[CH2:14][CH2:13][N:12]([CH2:18][CH2:19][N:20]3[C:24](=[O:25])[C:23]4=[CH:26][CH:27]=[CH:28][CH:29]=[C:22]4[C:21]3=[O:30])[CH2:11][CH2:10]2)=[CH:7][CH:8]=1. (3) Given the reactants Cl.FC1C=CC=C2C=1C=C(C(O)=O)C=N2.Cl.[F:17][C:18]1[CH:27]=[C:26]2[C:21]([CH:22]=[C:23]([C:28]([OH:30])=O)[CH:24]=[N:25]2)=[CH:20][CH:19]=1.FC1C=C(C=CC=1)N.C(Cl)(=O)C(Cl)=O.Cl.[CH3:46][C@H:47]1[CH2:52][CH2:51][C@H:50]([NH2:53])[CH2:49][CH2:48]1, predict the reaction product. The product is: [CH3:46][C@H:47]1[CH2:52][CH2:51][C@H:50]([NH:53][C:28]([C:23]2[CH:24]=[N:25][C:26]3[C:21]([CH:22]=2)=[CH:20][CH:19]=[C:18]([F:17])[CH:27]=3)=[O:30])[CH2:49][CH2:48]1. (4) Given the reactants [C:1]([NH:4][C:5]1[CH:6]=[C:7]([C:11]2[CH2:12][CH2:13][N:14]([C:17]([O:19][C:20]([CH3:23])([CH3:22])[CH3:21])=[O:18])[CH2:15][CH:16]=2)[CH:8]=[CH:9][CH:10]=1)(=[O:3])[CH3:2].O=[Si]=O, predict the reaction product. The product is: [C:1]([NH:4][C:5]1[CH:6]=[C:7]([CH:11]2[CH2:16][CH2:15][N:14]([C:17]([O:19][C:20]([CH3:23])([CH3:22])[CH3:21])=[O:18])[CH2:13][CH2:12]2)[CH:8]=[CH:9][CH:10]=1)(=[O:3])[CH3:2].